From a dataset of NCI-60 drug combinations with 297,098 pairs across 59 cell lines. Regression. Given two drug SMILES strings and cell line genomic features, predict the synergy score measuring deviation from expected non-interaction effect. (1) Drug 1: CC1=C(C=C(C=C1)NC(=O)C2=CC=C(C=C2)CN3CCN(CC3)C)NC4=NC=CC(=N4)C5=CN=CC=C5. Drug 2: CCN(CC)CCCC(C)NC1=C2C=C(C=CC2=NC3=C1C=CC(=C3)Cl)OC. Cell line: M14. Synergy scores: CSS=11.2, Synergy_ZIP=-3.44, Synergy_Bliss=1.40, Synergy_Loewe=-1.74, Synergy_HSA=1.06. (2) Drug 1: CC1=C(C=C(C=C1)NC(=O)C2=CC=C(C=C2)CN3CCN(CC3)C)NC4=NC=CC(=N4)C5=CN=CC=C5. Drug 2: C#CCC(CC1=CN=C2C(=N1)C(=NC(=N2)N)N)C3=CC=C(C=C3)C(=O)NC(CCC(=O)O)C(=O)O. Cell line: CCRF-CEM. Synergy scores: CSS=35.6, Synergy_ZIP=1.40, Synergy_Bliss=-2.50, Synergy_Loewe=-33.1, Synergy_HSA=-3.55. (3) Drug 1: C1CNP(=O)(OC1)N(CCCl)CCCl. Drug 2: COCCOC1=C(C=C2C(=C1)C(=NC=N2)NC3=CC=CC(=C3)C#C)OCCOC.Cl. Cell line: UO-31. Synergy scores: CSS=7.14, Synergy_ZIP=0.588, Synergy_Bliss=-0.636, Synergy_Loewe=-14.8, Synergy_HSA=-6.89. (4) Drug 1: CC1C(C(CC(O1)OC2CC(CC3=C2C(=C4C(=C3O)C(=O)C5=C(C4=O)C(=CC=C5)OC)O)(C(=O)C)O)N)O.Cl. Drug 2: CC1=C(N=C(N=C1N)C(CC(=O)N)NCC(C(=O)N)N)C(=O)NC(C(C2=CN=CN2)OC3C(C(C(C(O3)CO)O)O)OC4C(C(C(C(O4)CO)O)OC(=O)N)O)C(=O)NC(C)C(C(C)C(=O)NC(C(C)O)C(=O)NCCC5=NC(=CS5)C6=NC(=CS6)C(=O)NCCC[S+](C)C)O. Cell line: OVCAR-8. Synergy scores: CSS=8.85, Synergy_ZIP=0.0151, Synergy_Bliss=3.65, Synergy_Loewe=-2.08, Synergy_HSA=2.65. (5) Drug 1: CCCCCOC(=O)NC1=NC(=O)N(C=C1F)C2C(C(C(O2)C)O)O. Drug 2: C(CCl)NC(=O)N(CCCl)N=O. Cell line: SF-539. Synergy scores: CSS=5.13, Synergy_ZIP=2.24, Synergy_Bliss=8.20, Synergy_Loewe=-3.06, Synergy_HSA=2.44. (6) Drug 1: CC1C(C(CC(O1)OC2CC(CC3=C2C(=C4C(=C3O)C(=O)C5=C(C4=O)C(=CC=C5)OC)O)(C(=O)CO)O)N)O.Cl. Drug 2: CC1OCC2C(O1)C(C(C(O2)OC3C4COC(=O)C4C(C5=CC6=C(C=C35)OCO6)C7=CC(=C(C(=C7)OC)O)OC)O)O. Cell line: HT29. Synergy scores: CSS=15.3, Synergy_ZIP=9.90, Synergy_Bliss=17.3, Synergy_Loewe=-0.205, Synergy_HSA=9.65. (7) Drug 1: CC1=CC2C(CCC3(C2CCC3(C(=O)C)OC(=O)C)C)C4(C1=CC(=O)CC4)C. Drug 2: CCC(=C(C1=CC=CC=C1)C2=CC=C(C=C2)OCCN(C)C)C3=CC=CC=C3.C(C(=O)O)C(CC(=O)O)(C(=O)O)O. Cell line: UACC62. Synergy scores: CSS=-3.42, Synergy_ZIP=-0.256, Synergy_Bliss=-4.06, Synergy_Loewe=-3.45, Synergy_HSA=-4.29.